Dataset: Forward reaction prediction with 1.9M reactions from USPTO patents (1976-2016). Task: Predict the product of the given reaction. (1) Given the reactants [NH2:1][C:2]1[N:3]=[CH:4][C:5]([C:8]2[C:9]([F:21])=[C:10]([OH:20])[C:11]([CH:14]3[CH2:19][CH2:18][CH2:17][CH2:16][CH2:15]3)=[CH:12][CH:13]=2)=[N:6][CH:7]=1.Cl[C:23]1[N:28]=[CH:27][CH:26]=[CH:25][N:24]=1.C([O-])([O-])=O.[K+].[K+].C1OCCOCCOCCOCCOCCOC1, predict the reaction product. The product is: [CH:14]1([C:11]2[CH:12]=[CH:13][C:8]([C:5]3[N:6]=[CH:7][C:2]([NH2:1])=[N:3][CH:4]=3)=[C:9]([F:21])[C:10]=2[O:20][C:23]2[N:28]=[CH:27][CH:26]=[CH:25][N:24]=2)[CH2:19][CH2:18][CH2:17][CH2:16][CH2:15]1. (2) Given the reactants [CH:1]1([NH:4][C:5](=[O:18])[C:6]2[CH:11]=[CH:10][CH:9]=[C:8]([C:12]3[CH2:13][CH2:14][NH:15][CH2:16][CH:17]=3)[N:7]=2)[CH2:3][CH2:2]1.[F:19][C:20]([F:29])([F:28])[C:21]1[CH:25]=[C:24]([CH:26]=O)[O:23][N:22]=1.C(O)(=O)C.C(O[BH-](OC(=O)C)OC(=O)C)(=O)C.[Na+].[ClH:48], predict the reaction product. The product is: [ClH:48].[CH:1]1([NH:4][C:5](=[O:18])[C:6]2[CH:11]=[CH:10][CH:9]=[C:8]([C:12]3[CH2:13][CH2:14][N:15]([CH2:26][C:24]4[O:23][N:22]=[C:21]([C:20]([F:29])([F:28])[F:19])[CH:25]=4)[CH2:16][CH:17]=3)[N:7]=2)[CH2:3][CH2:2]1. (3) Given the reactants [CH3:1][N:2]1[CH2:15][CH2:14][C:5]2[NH:6][C:7]3[CH:8]=[CH:9][C:10]([CH3:13])=[CH:11][C:12]=3[C:4]=2[CH2:3]1.P([O-])([O-])([O-])=O.[K+].[K+].[K+].N1CCC[C@H]1C(O)=O.Br[CH:33]=[C:34]([CH:36]1[CH2:41][CH2:40][CH2:39][CH2:38][CH2:37]1)[CH3:35], predict the reaction product. The product is: [CH:36]1(/[C:34](/[CH3:35])=[CH:33]/[N:6]2[C:7]3[CH:8]=[CH:9][C:10]([CH3:13])=[CH:11][C:12]=3[C:4]3[CH2:3][N:2]([CH3:1])[CH2:15][CH2:14][C:5]2=3)[CH2:41][CH2:40][CH2:39][CH2:38][CH2:37]1. (4) Given the reactants [CH3:1][N:2]([CH3:26])[CH:3]1[CH2:8][CH2:7][CH2:6][N:5]([C:9]([C:11]2[CH:12]=[C:13]3[C:17](=[CH:18][CH:19]=2)[N:16]([CH:20]([CH3:22])[CH3:21])[C:15]([C:23]([OH:25])=O)=[CH:14]3)=[O:10])[CH2:4]1.[NH:27]1[CH2:32][CH2:31][S:30](=[O:34])(=[O:33])[CH2:29][CH2:28]1.Cl.C(N=C=NCCCN(C)C)C, predict the reaction product. The product is: [CH3:26][N:2]([CH3:1])[CH:3]1[CH2:8][CH2:7][CH2:6][N:5]([C:9]([C:11]2[CH:12]=[C:13]3[C:17](=[CH:18][CH:19]=2)[N:16]([CH:20]([CH3:22])[CH3:21])[C:15]([C:23]([N:27]2[CH2:32][CH2:31][S:30](=[O:34])(=[O:33])[CH2:29][CH2:28]2)=[O:25])=[CH:14]3)=[O:10])[CH2:4]1. (5) Given the reactants [CH3:1][N:2]1[CH:6]=[C:5]([C:7]2[C:15]3[C:14]([N:16]4[CH2:21][CH2:20][O:19][CH2:18][CH2:17]4)=[N:13][CH:12]=[N:11][C:10]=3[N:9]([CH2:22][O:23]CC[Si](C)(C)C)[CH:8]=2)[CH:4]=[N:3]1, predict the reaction product. The product is: [CH3:1][N:2]1[CH:6]=[C:5]([C:7]2[C:15]3[C:14]([N:16]4[CH2:17][CH2:18][O:19][CH2:20][CH2:21]4)=[N:13][CH:12]=[N:11][C:10]=3[N:9]([CH2:22][OH:23])[CH:8]=2)[CH:4]=[N:3]1. (6) Given the reactants [C:1]1([N:7]2[C:11]([CH2:12][CH2:13][CH3:14])=[C:10]([C:15](Cl)=[O:16])[CH:9]=[N:8]2)[CH:6]=[CH:5][CH:4]=[CH:3][CH:2]=1.[NH2:18][CH2:19][C:20]1[CH:21]=[C:22]2[C:27](=[CH:28][CH:29]=1)[CH:26]=[C:25]([OH:30])[CH:24]=[CH:23]2.N1C=CC=CC=1, predict the reaction product. The product is: [OH:30][C:25]1[CH:26]=[C:27]2[C:22](=[CH:23][CH:24]=1)[CH:21]=[C:20]([CH2:19][NH:18][C:15]([C:10]1[CH:9]=[N:8][N:7]([C:1]3[CH:6]=[CH:5][CH:4]=[CH:3][CH:2]=3)[C:11]=1[CH2:12][CH2:13][CH3:14])=[O:16])[CH:29]=[CH:28]2.